Dataset: Catalyst prediction with 721,799 reactions and 888 catalyst types from USPTO. Task: Predict which catalyst facilitates the given reaction. (1) Reactant: C1N=CN([C:6](N2C=NC=C2)=[O:7])C=1.[F:13][C:14]1[CH:15]=[C:16]([CH2:20][CH2:21][OH:22])[CH:17]=[CH:18][CH:19]=1.Cl.[NH2:24][CH2:25][CH2:26][CH2:27][N:28]1[C:36](=[O:37])[C:35]2[NH:34][C:33]([Cl:38])=[N:32][C:31]=2[N:30]([CH2:39][CH2:40][CH2:41][CH2:42][CH3:43])[C:29]1=[O:44].CCN(C(C)C)C(C)C. Product: [Cl:38][C:33]1[NH:34][C:35]2[C:36](=[O:37])[N:28]([CH2:27][CH2:26][CH2:25][NH:24][C:6](=[O:7])[O:22][CH2:21][CH2:20][C:16]3[CH:17]=[CH:18][CH:19]=[C:14]([F:13])[CH:15]=3)[C:29](=[O:44])[N:30]([CH2:39][CH2:40][CH2:41][CH2:42][CH3:43])[C:31]=2[N:32]=1. The catalyst class is: 1. (2) Product: [CH2:7]([O:14][C:15](=[O:21])[CH2:16][C:17]([CH2:19][O:6][CH2:5][CH2:4][Cl:3])=[O:18])[C:8]1[CH:13]=[CH:12][CH:11]=[CH:10][CH:9]=1. Reactant: [H-].[Na+].[Cl:3][CH2:4][CH2:5][OH:6].[CH2:7]([O:14][C:15](=[O:21])[CH2:16][C:17]([CH2:19]Br)=[O:18])[C:8]1[CH:13]=[CH:12][CH:11]=[CH:10][CH:9]=1.Cl. The catalyst class is: 1. (3) Reactant: [Na+:1].[Na+:1].[OH:3][C:4]1[CH:9]=[CH:8][C:7]([S:10]([O-:13])(=[O:12])=[O:11])=[CH:6][CH:5]=1.[OH:3][C:4]1[CH:9]=[CH:8][C:7]([S:10]([O-:13])(=[O:11])=[O:12])=[CH:6][CH:5]=1.Cl[CH2:26][C:27]1[N:28]=[C:29]([C:33]2[CH:38]=[CH:37][CH:36]=[CH:35][CH:34]=2)[O:30][C:31]=1[CH3:32]. Product: [Na+:1].[CH3:32][C:31]1[O:30][C:29]([C:33]2[CH:34]=[CH:35][CH:36]=[CH:37][CH:38]=2)=[N:28][C:27]=1[CH2:26][O:3][C:4]1[CH:9]=[CH:8][C:7]([S:10]([O-:13])(=[O:11])=[O:12])=[CH:6][CH:5]=1. The catalyst class is: 9. (4) Reactant: [CH3:1][C:2]1[N:6]([CH2:7][CH:8]=[CH:9][CH2:10][CH2:11]OS(C)(=O)=O)[C:5](=[O:17])[O:4][N:3]=1.[I-:18].[Na+]. Product: [I:18][CH2:11][CH2:10][CH:9]=[CH:8][CH2:7][N:6]1[C:5](=[O:17])[O:4][N:3]=[C:2]1[CH3:1]. The catalyst class is: 21.